From a dataset of Reaction yield outcomes from USPTO patents with 853,638 reactions. Predict the reaction yield, written as a fraction of the theoretical maximum amount of product (1.0 means a 100% yield; for example, 0.34 means a 34% yield). (1) The yield is 0.790. The product is [Br:1][C:2]1[CH:10]=[CH:9][C:8]([Cl:11])=[CH:7][C:3]=1[C:4]([O:6][CH3:12])=[O:5]. The reactants are [Br:1][C:2]1[CH:10]=[CH:9][C:8]([Cl:11])=[CH:7][C:3]=1[C:4]([OH:6])=[O:5].[C:12](Cl)(=O)C(Cl)=O.CO. The catalyst is ClCCl.CN(C)C=O. (2) The reactants are [F:1][C:2]1[CH:3]=[C:4]2[C:9](=[CH:10][CH:11]=1)[CH:8]=[C:7]([C:12]([OH:14])=[O:13])[C:6]([CH3:15])=[C:5]2[OH:16].S(=O)(=O)(O)O.[C:22](OCC)(=O)C.CCCCCC. The catalyst is CO. The product is [CH3:22][O:13][C:12]([C:7]1[C:6]([CH3:15])=[C:5]([OH:16])[C:4]2[C:9](=[CH:10][CH:11]=[C:2]([F:1])[CH:3]=2)[CH:8]=1)=[O:14]. The yield is 0.500. (3) The reactants are [N:1]1[CH:6]=[CH:5][CH:4]=[C:3]([S:7]([OH:10])(=O)=[O:8])[CH:2]=1.P(Cl)(Cl)(Cl)(Cl)[Cl:12].P(Cl)(Cl)([Cl:19])=O.Cl. The catalyst is C(Cl)(Cl)Cl. The product is [ClH:12].[N:1]1[CH:6]=[CH:5][CH:4]=[C:3]([S:7]([Cl:19])(=[O:10])=[O:8])[CH:2]=1. The yield is 0.810. (4) The reactants are Br[C:2]1[CH:7]=[CH:6][C:5]([CH2:8][N:9]2[C:13]([CH3:14])=[C:12]([C:15]([OH:17])=[O:16])[N:11]=[N:10]2)=[CH:4][CH:3]=1.[Cl:18][C:19]1[CH:24]=[CH:23][CH:22]=[CH:21][C:20]=1B(O)O.C(=O)([O-])[O-].[Na+].[Na+]. The catalyst is COCCOC.C1C=CC([P]([Pd]([P](C2C=CC=CC=2)(C2C=CC=CC=2)C2C=CC=CC=2)([P](C2C=CC=CC=2)(C2C=CC=CC=2)C2C=CC=CC=2)[P](C2C=CC=CC=2)(C2C=CC=CC=2)C2C=CC=CC=2)(C2C=CC=CC=2)C2C=CC=CC=2)=CC=1. The product is [Cl:18][C:19]1[CH:24]=[CH:23][CH:22]=[CH:21][C:20]=1[C:2]1[CH:7]=[CH:6][C:5]([CH2:8][N:9]2[C:13]([CH3:14])=[C:12]([C:15]([OH:17])=[O:16])[N:11]=[N:10]2)=[CH:4][CH:3]=1. The yield is 0.400. (5) The reactants are [CH3:1][N:2]1[CH2:6][CH2:5][CH:4]([N:7]2[CH:11]=[C:10]([NH:12][C:13]3[N:21]=[C:20]4[C:16]([N:17]=[CH:18][N:19]4COCC[Si](C)(C)C)=[C:15]([O:30][C:31]4[CH:32]=[C:33]([NH:37][C:38](=[O:41])[CH:39]=[CH2:40])[CH:34]=[CH:35][CH:36]=4)[N:14]=3)[CH:9]=[N:8]2)[CH2:3]1.C(O)(C(F)(F)F)=O. The catalyst is C(Cl)Cl. The product is [CH3:1][N:2]1[CH2:6][CH2:5][CH:4]([N:7]2[CH:11]=[C:10]([NH:12][C:13]3[N:21]=[C:20]4[C:16]([N:17]=[CH:18][NH:19]4)=[C:15]([O:30][C:31]4[CH:32]=[C:33]([NH:37][C:38](=[O:41])[CH:39]=[CH2:40])[CH:34]=[CH:35][CH:36]=4)[N:14]=3)[CH:9]=[N:8]2)[CH2:3]1. The yield is 0.100.